This data is from Peptide-MHC class II binding affinity with 134,281 pairs from IEDB. The task is: Regression. Given a peptide amino acid sequence and an MHC pseudo amino acid sequence, predict their binding affinity value. This is MHC class II binding data. (1) The peptide sequence is GRSEFAYGSFVRTVS. The MHC is HLA-DQA10102-DQB10602 with pseudo-sequence HLA-DQA10102-DQB10602. The binding affinity (normalized) is 0.568. (2) The peptide sequence is LYKYKVVKIEPLGVAPTKAK. The MHC is DRB1_0802 with pseudo-sequence DRB1_0802. The binding affinity (normalized) is 0.929. (3) The peptide sequence is LIIMDEAHFTDPASI. The MHC is DRB1_0405 with pseudo-sequence DRB1_0405. The binding affinity (normalized) is 0.247. (4) The peptide sequence is KASPVLAFPAGVCPT. The MHC is HLA-DQA10102-DQB10602 with pseudo-sequence HLA-DQA10102-DQB10602. The binding affinity (normalized) is 0.369. (5) The peptide sequence is GETVKCRAPGGAKKP. The MHC is DRB3_0301 with pseudo-sequence DRB3_0301. The binding affinity (normalized) is 0.180. (6) The peptide sequence is LGQTIRNSRWSSPDN. The MHC is HLA-DQA10104-DQB10503 with pseudo-sequence HLA-DQA10104-DQB10503. The binding affinity (normalized) is 0.196.